Dataset: Catalyst prediction with 721,799 reactions and 888 catalyst types from USPTO. Task: Predict which catalyst facilitates the given reaction. (1) Reactant: [O:1]=[S:2]1(=[O:28])[C:7]2[CH:8]=[CH:9][CH:10]=[CH:11][C:6]=2[NH:5][C:4]([C:12]2[C:17](=[O:18])[N:16]([N:19]=[CH:20][CH:21](C)[CH3:22])[C:15]3[CH:24]=[CH:25][S:26][C:14]=3[C:13]=2[OH:27])=[N:3]1.CO.[BH4-].[Li+].Cl.O1CC[CH2:36][CH2:35]1. Product: [CH:20]1([NH:19][N:16]2[C:17](=[O:18])[C:12]([C:4]3[NH:5][C:6]4[CH:11]=[CH:10][CH:9]=[CH:8][C:7]=4[S:2](=[O:28])(=[O:1])[N:3]=3)=[C:13]([OH:27])[C:14]3[S:26][CH:25]=[CH:24][C:15]2=3)[CH2:21][CH2:22][CH2:36][CH2:35]1. The catalyst class is: 6. (2) Reactant: [CH3:1][N:2]1[C:6]2[CH:7]=[CH:8][C:9]([N:11]3[CH:16]=[C:15]([C:17]#[N:18])[C:14](=[O:19])[N:13]([C@H:20]4[C:28]5[C:23](=[C:24]([C:29]([F:32])([F:31])[F:30])[CH:25]=[CH:26][CH:27]=5)[CH2:22][CH2:21]4)[C:12]3=[O:33])=[CH:10][C:5]=2[N:4]([CH3:34])[C:3]1=[O:35].C([Sn](=O)CCCC)CCC.C[Si]([N:50]=[N+:51]=[N-:52])(C)C.C(O)C. Product: [CH3:1][N:2]1[C:6]2[CH:7]=[CH:8][C:9]([N:11]3[CH:16]=[C:15]([C:17]4[NH:52][N:51]=[N:50][N:18]=4)[C:14](=[O:19])[N:13]([C@H:20]4[C:28]5[C:23](=[C:24]([C:29]([F:31])([F:32])[F:30])[CH:25]=[CH:26][CH:27]=5)[CH2:22][CH2:21]4)[C:12]3=[O:33])=[CH:10][C:5]=2[N:4]([CH3:34])[C:3]1=[O:35]. The catalyst class is: 11. (3) Reactant: CO.Cl.[CH2:4]([NH:11][CH2:12][CH2:13][C:14]1[N:18]([C@@H:19]2[CH2:28][C:27]3[C:22](=[C:23]([F:30])[CH:24]=[C:25]([F:29])[CH:26]=3)[O:21][CH2:20]2)[C:17](=[S:31])[NH:16][CH:15]=1)[C:5]1[CH:10]=[CH:9][CH:8]=[CH:7][CH:6]=1.[OH-].[Na+]. Product: [CH2:4]([NH:11][CH2:12][CH2:13][C:14]1[N:18]([C@@H:19]2[CH2:28][C:27]3[C:22](=[C:23]([F:30])[CH:24]=[C:25]([F:29])[CH:26]=3)[O:21][CH2:20]2)[C:17](=[S:31])[NH:16][CH:15]=1)[C:5]1[CH:10]=[CH:9][CH:8]=[CH:7][CH:6]=1. The catalyst class is: 6. (4) Reactant: [N+:1]([C:4]1[CH:5]=[CH:6][C:7]([F:11])=[C:8]([CH:10]=1)[NH2:9])([O-:3])=[O:2].CO[CH:14]1[CH2:18][CH2:17][CH:16](OC)O1. Product: [F:11][C:7]1[CH:6]=[CH:5][C:4]([N+:1]([O-:3])=[O:2])=[CH:10][C:8]=1[N:9]1[CH:14]=[CH:18][CH:17]=[CH:16]1. The catalyst class is: 15. (5) Reactant: Cl[CH2:2][C:3]1[C:11]([F:12])=[CH:10][C:6]2[O:7][CH2:8][O:9][C:5]=2[CH:4]=1.[C-:13]#[N:14].[Na+].O. Product: [F:12][C:11]1[C:3]([CH2:2][C:13]#[N:14])=[CH:4][C:5]2[O:9][CH2:8][O:7][C:6]=2[CH:10]=1. The catalyst class is: 16. (6) Reactant: [Si]([O:8][CH2:9][C@@H:10]([N:14]1[C:23]2[C:18](=[CH:19][C:20]([CH2:26][O:27][C:28]3[C:33]([F:34])=[CH:32][C:31]([F:35])=[CH:30][C:29]=3[F:36])=[C:21]([O:24][CH3:25])[N:22]=2)[C:17](=[O:37])[C:16]([C:38]([O:40]CC)=[O:39])=[CH:15]1)[CH:11]([CH3:13])[CH3:12])(C(C)(C)C)(C)C.C[O-].[Na+].Cl. Product: [OH:8][CH2:9][C@@H:10]([N:14]1[C:23]2[C:18](=[CH:19][C:20]([CH2:26][O:27][C:28]3[C:29]([F:36])=[CH:30][C:31]([F:35])=[CH:32][C:33]=3[F:34])=[C:21]([O:24][CH3:25])[N:22]=2)[C:17](=[O:37])[C:16]([C:38]([OH:40])=[O:39])=[CH:15]1)[CH:11]([CH3:13])[CH3:12]. The catalyst class is: 24. (7) Reactant: [CH2:1]([O:5][C:6]1[C:15]2[C:10](=[CH:11][CH:12]=[C:13]([O:16][CH2:17][CH3:18])[CH:14]=2)[C:9](=[O:19])[N:8]([CH2:20][C:21]([CH3:24])([CH3:23])[CH3:22])[C:7]=1[CH2:25][NH:26]C(=O)OC(C)(C)C)[CH2:2][CH2:3][CH3:4].[ClH:34]. The catalyst class is: 13. Product: [ClH:34].[NH2:26][CH2:25][C:7]1[N:8]([CH2:20][C:21]([CH3:23])([CH3:22])[CH3:24])[C:9](=[O:19])[C:10]2[C:15]([C:6]=1[O:5][CH2:1][CH2:2][CH2:3][CH3:4])=[CH:14][C:13]([O:16][CH2:17][CH3:18])=[CH:12][CH:11]=2. (8) Reactant: [CH3:1][O:2][CH2:3][C@H:4]1[CH2:8][CH2:7][CH2:6][N:5]1[S:9]([C:12]1[CH:13]=[C:14]2[C:18](=[CH:19][CH:20]=1)[N:17](CC(C)(C)C#N)[C:16](=[O:27])[C:15]12OCCC[O:28]1)(=[O:11])=[O:10].N. Product: [CH3:1][O:2][CH2:3][C@H:4]1[CH2:8][CH2:7][CH2:6][N:5]1[S:9]([C:12]1[CH:13]=[C:14]2[C:18](=[CH:19][CH:20]=1)[NH:17][C:16](=[O:27])[C:15]2=[O:28])(=[O:11])=[O:10]. The catalyst class is: 592.